Dataset: Reaction yield outcomes from USPTO patents with 853,638 reactions. Task: Predict the reaction yield, written as a fraction of the theoretical maximum amount of product (1.0 means a 100% yield; for example, 0.34 means a 34% yield). (1) The reactants are CO[C:3](=[O:24])[C:4]1[CH:9]=[CH:8][C:7]([O:10][CH2:11][C:12]2[C:13]([C:18]3[CH:23]=[CH:22][CH:21]=[CH:20][N:19]=3)=[N:14][O:15][C:16]=2[CH3:17])=[N:6][CH:5]=1.[NH2:25][CH2:26][CH:27]1[CH2:29][CH2:28]1. No catalyst specified. The product is [CH:27]1([CH2:26][NH:25][C:3](=[O:24])[C:4]2[CH:9]=[CH:8][C:7]([O:10][CH2:11][C:12]3[C:13]([C:18]4[CH:23]=[CH:22][CH:21]=[CH:20][N:19]=4)=[N:14][O:15][C:16]=3[CH3:17])=[N:6][CH:5]=2)[CH2:29][CH2:28]1. The yield is 0.850. (2) The reactants are COC1C=CC(P2(SP(C3C=CC(OC)=CC=3)(=S)S2)=[S:10])=CC=1.[CH3:23][O:24][C:25]1[CH:26]=[C:27]([NH:33][C:34](=O)[C:35]2[C:40]([F:41])=[CH:39][CH:38]=[CH:37][C:36]=2[F:42])[CH:28]=[C:29]([O:31][CH3:32])[CH:30]=1. The catalyst is C1(C)C=CC=CC=1. The product is [CH3:23][O:24][C:25]1[CH:26]=[C:27]([NH:33][C:34]([C:35]2[C:40]([F:41])=[CH:39][CH:38]=[CH:37][C:36]=2[F:42])=[S:10])[CH:28]=[C:29]([O:31][CH3:32])[CH:30]=1. The yield is 0.960.